From a dataset of Full USPTO retrosynthesis dataset with 1.9M reactions from patents (1976-2016). Predict the reactants needed to synthesize the given product. (1) Given the product [Br:1][C:2]1[CH:7]=[CH:6][C:5]([CH2:8][C:9]([NH:22][C:20]2[S:21][C:17]([C:14]3([CH3:13])[CH2:16][CH2:15]3)=[N:18][N:19]=2)=[O:11])=[C:4]([F:12])[CH:3]=1, predict the reactants needed to synthesize it. The reactants are: [Br:1][C:2]1[CH:7]=[CH:6][C:5]([CH2:8][C:9]([OH:11])=O)=[C:4]([F:12])[CH:3]=1.[CH3:13][C:14]1([C:17]2[S:21][C:20]([NH2:22])=[N:19][N:18]=2)[CH2:16][CH2:15]1.CN1CCOCC1.COC1N=C(OC)N=C([N+]2(C)CCOCC2)N=1.[Cl-]. (2) Given the product [ClH:1].[F:19][C:15]1([F:18])[CH2:14][CH2:13][CH:12]([NH:11][C:9](=[O:10])[C:8]2[CH:20]=[CH:21][CH:22]=[C:6]([C@@H:4]3[CH2:5][C@H:3]3[NH:2][CH:41]3[CH2:36][CH2:37][O:39][CH2:43][CH2:42]3)[CH:7]=2)[CH2:17][CH2:16]1, predict the reactants needed to synthesize it. The reactants are: [ClH:1].[NH2:2][C@@H:3]1[CH2:5][C@H:4]1[C:6]1[CH:7]=[C:8]([CH:20]=[CH:21][CH:22]=1)[C:9]([NH:11][CH:12]1[CH2:17][CH2:16][C:15]([F:19])([F:18])[CH2:14][CH2:13]1)=[O:10].C(OC(N[C@@H]1C[C@H]1C1C=[C:36]([CH:41]=[CH:42][CH:43]=1)[C:37]([O:39]C)=O)=O)(C)(C)C.C(=O)([O-])O.[Na+]. (3) Given the product [Br:25][CH2:26][CH2:27][CH2:28][O:23][C:20]1[CH:21]=[CH:22][C:17]([C:14]2[N:13]=[C:12]([C:4]3[CH:5]=[CH:6][C:7]([O:8][CH:9]([CH3:10])[CH3:11])=[C:2]([Cl:1])[CH:3]=3)[O:16][N:15]=2)=[C:18]([CH3:24])[CH:19]=1, predict the reactants needed to synthesize it. The reactants are: [Cl:1][C:2]1[CH:3]=[C:4]([C:12]2[O:16][N:15]=[C:14]([C:17]3[CH:22]=[CH:21][C:20]([OH:23])=[CH:19][C:18]=3[CH3:24])[N:13]=2)[CH:5]=[CH:6][C:7]=1[O:8][CH:9]([CH3:11])[CH3:10].[Br:25][CH2:26][CH2:27][CH2:28]Br.C(=O)([O-])[O-].[K+].[K+].